The task is: Predict the product of the given reaction.. This data is from Forward reaction prediction with 1.9M reactions from USPTO patents (1976-2016). (1) Given the reactants [C:1]([O:5][C:6]([NH:8][C@H:9]1[CH2:15][CH2:14][S:13][C@H:12]2[CH2:16][CH2:17][CH2:18][C@@H:19]([C:20]([O:22]C)=[O:21])[N:11]2[C:10]1=[O:24])=[O:7])([CH3:4])([CH3:3])[CH3:2].[OH-].[Na+].Cl, predict the reaction product. The product is: [C:1]([O:5][C:6]([NH:8][C@H:9]1[CH2:15][CH2:14][S:13][C@H:12]2[CH2:16][CH2:17][CH2:18][C@@H:19]([C:20]([OH:22])=[O:21])[N:11]2[C:10]1=[O:24])=[O:7])([CH3:4])([CH3:2])[CH3:3]. (2) Given the reactants C(OC(=O)N[C@@H](CSSC[C@H](NC(OC(C)(C)C)=O)C([N:11]1[CH2:16][CH2:15][N:14]2[N:17]=[C:18]([C:20]3[CH:25]=[CH:24][CH:23]=[CH:22][CH:21]=3)[CH:19]=[C:13]2[CH:12]1[CH2:26][CH:27]1[CH2:28][CH2:29][CH2:30][CH2:31][CH2:32]1)=O)C([N:11]1[CH2:16][CH2:15][N:14]2[N:17]=[C:18]([C:20]3[CH:25]=[CH:24][CH:23]=[CH:22][CH:21]=3)[CH:19]=[C:13]2[CH:12]1[CH2:26][CH:27]1[CH2:32][CH2:31][CH2:30][CH2:29][CH2:28]1)=O)(C)(C)C.[C:71]([NH:78][C@H:79]([C:96]([OH:98])=O)[CH2:80][Se:81][Se:82][CH2:83][C@H:84]([NH:88][C:89]([O:91][C:92]([CH3:95])([CH3:94])[CH3:93])=[O:90])[C:85]([OH:87])=O)([O:73][C:74]([CH3:77])([CH3:76])[CH3:75])=[O:72], predict the reaction product. The product is: [C:92]([O:91][C:89]([NH:88][C@H:84]([C:85]([N:11]1[CH2:16][CH2:15][N:14]2[N:17]=[C:18]([C:20]3[CH:25]=[CH:24][CH:23]=[CH:22][CH:21]=3)[CH:19]=[C:13]2[CH:12]1[CH2:26][CH:27]1[CH2:28][CH2:29][CH2:30][CH2:31][CH2:32]1)=[O:87])[CH2:83][Se:82][Se:81][CH2:80][C@H:79]([NH:78][C:71](=[O:72])[O:73][C:74]([CH3:76])([CH3:77])[CH3:75])[C:96]([N:11]1[CH2:16][CH2:15][N:14]2[N:17]=[C:18]([C:20]3[CH:21]=[CH:22][CH:23]=[CH:24][CH:25]=3)[CH:19]=[C:13]2[CH:12]1[CH2:26][CH:27]1[CH2:32][CH2:31][CH2:30][CH2:29][CH2:28]1)=[O:98])=[O:90])([CH3:94])([CH3:95])[CH3:93]. (3) The product is: [C:10]([OH:13])(=[O:12])[CH3:11].[Cl:1][C:2]1[S:6][C:5]([CH2:7][NH2:8])=[CH:4][CH:3]=1. Given the reactants [Cl:1][C:2]1[S:6][C:5](/[CH:7]=[N:8]/O)=[CH:4][CH:3]=1.[C:10]([OH:13])(=[O:12])[CH3:11], predict the reaction product. (4) Given the reactants C([N:14]1[CH2:17][CH:16]([O:18][CH:19]([C:30]2[CH:35]=[CH:34][C:33]([O:36][CH3:37])=[CH:32][CH:31]=2)[C:20]2[CH:25]=[CH:24][CH:23]=[CH:22][C:21]=2[C:26]([F:29])([F:28])[F:27])[CH2:15]1)(C1C=CC=CC=1)C1C=CC=CC=1.Cl.ClC1C=CC=CC=1C(OC1CNC1)C1C=CC(Cl)=CC=1, predict the reaction product. The product is: [F:29][C:26]([F:27])([F:28])[C:21]1[CH:22]=[CH:23][CH:24]=[CH:25][C:20]=1[CH:19]([O:18][CH:16]1[CH2:17][NH:14][CH2:15]1)[C:30]1[CH:35]=[CH:34][C:33]([O:36][CH3:37])=[CH:32][CH:31]=1.